Dataset: Forward reaction prediction with 1.9M reactions from USPTO patents (1976-2016). Task: Predict the product of the given reaction. (1) Given the reactants Cl[C:2](OC1C=CC=CC=1)=[O:3].[Cl:11][C:12]1[N:17]=[C:16]([NH:18][CH:19]2[CH2:23][CH2:22][CH2:21][CH2:20]2)[C:15]([NH2:24])=[CH:14][N:13]=1.C([O-])(O)=O.[Na+], predict the reaction product. The product is: [Cl:11][C:12]1[N:17]=[C:16]2[C:15]([NH:24][C:2](=[O:3])[N:18]2[CH:19]2[CH2:23][CH2:22][CH2:21][CH2:20]2)=[CH:14][N:13]=1. (2) Given the reactants [F:1][C:2]1[CH:7]=[C:6]([F:8])[CH:5]=[C:4]([O:9][CH3:10])[C:3]=1[OH:11].[CH2:12]([CH:14]1[O:16][CH2:15]1)Br.[OH-].[K+].O, predict the reaction product. The product is: [F:1][C:2]1[CH:7]=[C:6]([F:8])[CH:5]=[C:4]([O:9][CH3:10])[C:3]=1[O:11][CH2:12][CH:14]1[CH2:15][O:16]1. (3) The product is: [N:21]1([C:16]2[CH:17]=[CH:18][CH:19]=[CH:20][C:15]=2[CH2:14][NH:13][C:12]2[N:7]3[N:6]=[CH:5][C:4]([CH:1]([CH3:3])[CH3:2])=[C:8]3[N:9]=[C:10]([C:26]([O:28][CH:30]3[CH2:33][CH2:32][N:31]([CH3:34])[CH2:29]3)=[O:27])[N:11]=2)[CH:25]=[CH:24][CH:23]=[N:22]1. Given the reactants [CH:1]([C:4]1[CH:5]=[N:6][N:7]2[C:12]([NH:13][CH2:14][C:15]3[CH:20]=[CH:19][CH:18]=[CH:17][C:16]=3[N:21]3[CH:25]=[CH:24][CH:23]=[N:22]3)=[N:11][C:10]([C:26]([OH:28])=[O:27])=[N:9][C:8]=12)([CH3:3])[CH3:2].[CH2:29]([N:31]([CH2:34]C)[CH2:32][CH3:33])[CH3:30].OC1CCN(C)C1.F[P-](F)(F)(F)(F)F.N1(O[P+](N2CCCC2)(N2CCCC2)N2CCCC2)C2C=CC=CC=2N=N1, predict the reaction product. (4) Given the reactants C=C([O:4][C:5](=O)[NH:6][C:7]1[CH:12]=[C:11]([C:13]2[C:14]([CH3:34])=[N:15][C:16]3[C:21]([CH:22]=2)=[CH:20][N:19]=[C:18]([N:23]([CH2:25][C:26]2[CH:31]=[CH:30][C:29]([O:32][CH3:33])=[CH:28][CH:27]=2)[CH3:24])[CH:17]=3)[CH:10]=[CH:9][C:8]=1[F:35])C.[CH3:37][C:38]([CH3:43])([CH3:42])[CH2:39][CH2:40][NH2:41].C1CCN2C(=NCCC2)CC1.CCOC(C)=O, predict the reaction product. The product is: [CH3:37][C:38]([CH3:43])([CH3:42])[CH2:39][CH2:40][NH:41][C:5]([NH:6][C:7]1[CH:12]=[C:11]([C:13]2[C:14]([CH3:34])=[N:15][C:16]3[C:21]([CH:22]=2)=[CH:20][N:19]=[C:18]([N:23]([CH2:25][C:26]2[CH:27]=[CH:28][C:29]([O:32][CH3:33])=[CH:30][CH:31]=2)[CH3:24])[CH:17]=3)[CH:10]=[CH:9][C:8]=1[F:35])=[O:4]. (5) Given the reactants [F:1][C:2]1[CH:7]=[C:6]([O:8][C:9]2[CH:14]=[CH:13][N:12]=[C:11]([NH:15]C(=O)COC)[CH:10]=2)[C:5]([F:21])=[CH:4][C:3]=1[NH:22][C:23]([C:25]1([C:28]([NH:30][C:31]2[CH:36]=[CH:35][C:34]([F:37])=[CH:33][CH:32]=2)=[O:29])[CH2:27][CH2:26]1)=[O:24].[C:38]([O:42][C:43]([N:45]1[CH2:48][CH:47]([C:49]([OH:51])=O)[CH2:46]1)=[O:44])([CH3:41])([CH3:40])[CH3:39].CN(C(ON1N=NC2C=CC=NC1=2)=[N+](C)C)C.F[P-](F)(F)(F)(F)F.CCN(C(C)C)C(C)C, predict the reaction product. The product is: [F:21][C:5]1[CH:4]=[C:3]([NH:22][C:23]([C:25]2([C:28](=[O:29])[NH:30][C:31]3[CH:36]=[CH:35][C:34]([F:37])=[CH:33][CH:32]=3)[CH2:27][CH2:26]2)=[O:24])[C:2]([F:1])=[CH:7][C:6]=1[O:8][C:9]1[CH:14]=[CH:13][N:12]=[C:11]([NH:15][C:49]([CH:47]2[CH2:46][N:45]([C:43]([O:42][C:38]([CH3:39])([CH3:40])[CH3:41])=[O:44])[CH2:48]2)=[O:51])[CH:10]=1.